Dataset: Catalyst prediction with 721,799 reactions and 888 catalyst types from USPTO. Task: Predict which catalyst facilitates the given reaction. Reactant: [H-].COCCO[Al+]OCCOC.[Na+].[H-].[NH2:15][C@:16]12[CH2:24][N:23]([C@@H:25]([C:27]3[CH:32]=[CH:31][CH:30]=[CH:29][CH:28]=3)[CH3:26])[C:22](=O)[C@@H:21]1[CH2:20][CH:19]=[CH:18][CH2:17]2.[OH-].[Na+]. Product: [NH2:15][C@:16]12[CH2:24][N:23]([C@@H:25]([C:27]3[CH:28]=[CH:29][CH:30]=[CH:31][CH:32]=3)[CH3:26])[CH2:22][C@@H:21]1[CH2:20][CH:19]=[CH:18][CH2:17]2. The catalyst class is: 11.